Dataset: Full USPTO retrosynthesis dataset with 1.9M reactions from patents (1976-2016). Task: Predict the reactants needed to synthesize the given product. (1) The reactants are: [CH2:1]([O:4][C:5]1[CH:10]=[CH:9][C:8]([CH2:11][C@H:12]([NH:17][C:18](=[O:29])[C:19]2[CH:24]=[CH:23][CH:22]=[CH:21][C:20]=2[O:25][CH2:26]C=C)[C:13]([O:15][CH3:16])=[O:14])=[CH:7][C:6]=1[Cl:30])[CH:2]=[CH2:3]. Given the product [CH3:16][O:15][C:13]([C@H:12]1[NH:17][C:18](=[O:29])[C:19]2[C:20](=[CH:21][CH:22]=[CH:23][CH:24]=2)[O:25][CH2:26][CH:3]=[CH:2][CH2:1][O:4][C:5]2=[CH:10][CH:9]=[C:8]([CH:7]=[C:6]2[Cl:30])[CH2:11]1)=[O:14], predict the reactants needed to synthesize it. (2) Given the product [C:3]12([NH2:11])[CH2:9][CH:7]3[CH2:6][CH:5]([CH2:10][C:1]([NH2:22])([CH2:8]3)[CH2:2]1)[CH2:4]2, predict the reactants needed to synthesize it. The reactants are: [C:1]12([NH:22]C(=O)OCC3C=CC=CC=3)[CH2:10][CH:5]3[CH2:6][CH:7]([CH2:9][C:3]([NH:11]C(=O)OCC4C=CC=CC=4)([CH2:4]3)[CH2:2]1)[CH2:8]2. (3) Given the product [CH2:31]([C:30]1[N:38]=[C:25]([CH:11]2[CH2:12][CH:13]([C:15]3[CH:16]=[CH:17][C:18]([C:21]([F:23])([F:22])[F:24])=[CH:19][CH:20]=3)[CH2:14][N:9]([C:7]([N:1]3[CH2:6][CH2:5][O:4][CH2:3][CH2:2]3)=[O:8])[CH2:10]2)[O:27][N:29]=1)[C:32]1[CH:37]=[CH:36][CH:35]=[CH:34][CH:33]=1, predict the reactants needed to synthesize it. The reactants are: [N:1]1([C:7]([N:9]2[CH2:14][CH:13]([C:15]3[CH:20]=[CH:19][C:18]([C:21]([F:24])([F:23])[F:22])=[CH:17][CH:16]=3)[CH2:12][CH:11]([C:25]([OH:27])=O)[CH2:10]2)=[O:8])[CH2:6][CH2:5][O:4][CH2:3][CH2:2]1.O[NH:29][C:30](=[NH:38])[CH2:31][C:32]1[CH:37]=[CH:36][CH:35]=[CH:34][CH:33]=1. (4) The reactants are: [C:1]([C:5]1[CH:6]=[C:7]([CH:42]=[C:43]([C:45]([O:47][CH3:48])=[O:46])[CH:44]=1)[CH2:8][C:9]1([CH2:19][CH2:20][CH2:21][S:22][C:23]([C:36]2[CH:41]=[CH:40][CH:39]=[CH:38][CH:37]=2)([C:30]2[CH:35]=[CH:34][CH:33]=[CH:32][CH:31]=2)[C:24]2[CH:29]=[CH:28][CH:27]=[CH:26][CH:25]=2)[C:14](=[O:15])[O:13]C(C)(C)[O:11][C:10]1=[O:18])([CH3:4])([CH3:3])[CH3:2].[OH-].[Na+]. Given the product [C:1]([C:5]1[CH:6]=[C:7]([CH:42]=[C:43]([C:45]([O:47][CH3:48])=[O:46])[CH:44]=1)[CH2:8][C:9]([CH2:19][CH2:20][CH2:21][S:22][C:23]([C:36]1[CH:41]=[CH:40][CH:39]=[CH:38][CH:37]=1)([C:30]1[CH:31]=[CH:32][CH:33]=[CH:34][CH:35]=1)[C:24]1[CH:25]=[CH:26][CH:27]=[CH:28][CH:29]=1)([C:10]([OH:18])=[O:11])[C:14]([OH:15])=[O:13])([CH3:4])([CH3:2])[CH3:3], predict the reactants needed to synthesize it. (5) Given the product [C:8]([C:7]1[CH:10]=[C:11]([C:14]2[S:15][C:16]([C:44]3[CH:45]=[CH:35][CH:36]=[C:37]4[C:40]=3[CH2:41][CH2:42][N:43]([CH2:33][CH2:32][C:31]([NH:30][CH3:29])=[O:34])[CH2:38]4)=[N:17][N:18]=2)[CH:12]=[CH:13][C:6]=1[O:5][CH:3]([CH3:2])[CH3:4])#[N:9], predict the reactants needed to synthesize it. The reactants are: Cl.[CH3:2][CH:3]([O:5][C:6]1[CH:13]=[CH:12][C:11]([CH:14]2[N:18](C3C=CC=C4C=3CCNC4)[N:17]=[CH:16][S:15]2)=[CH:10][C:7]=1[C:8]#[N:9])[CH3:4].[CH3:29][NH:30][C:31](=[O:34])[CH:32]=[CH2:33].[CH2:35]1[CH2:45][CH2:44][N:43]2[C:38](=N[CH2:40][CH2:41][CH2:42]2)[CH2:37][CH2:36]1. (6) Given the product [CH3:1][O:2][C:3]1[C:4](=[O:24])[C:5]([CH3:23])=[C:6]([CH2:12][C:13]2[CH:18]=[CH:17][C:16]([CH2:19][C:20]([N:25]3[CH2:30][CH2:29][CH2:28][CH2:27][CH2:26]3)=[O:22])=[CH:15][CH:14]=2)[C:7](=[O:11])[C:8]=1[O:9][CH3:10], predict the reactants needed to synthesize it. The reactants are: [CH3:1][O:2][C:3]1[C:4](=[O:24])[C:5]([CH3:23])=[C:6]([CH2:12][C:13]2[CH:18]=[CH:17][C:16]([CH2:19][C:20]([OH:22])=O)=[CH:15][CH:14]=2)[C:7](=[O:11])[C:8]=1[O:9][CH3:10].[NH:25]1[CH2:30][CH2:29][CH2:28][CH2:27][CH2:26]1. (7) The reactants are: [F:1][C:2]1[CH:3]=[CH:4][CH:5]=[C:6]2[C:10]=1[CH:9]([NH:11][C:12]1[CH:21]=[CH:20][C:19]3[C:14](=[CH:15][CH:16]=[C:17]([NH2:22])[CH:18]=3)[N:13]=1)[CH2:8][CH2:7]2.[CH:23]([N:26]=[C:27]=[O:28])([CH3:25])[CH3:24]. Given the product [F:1][C:2]1[CH:3]=[CH:4][CH:5]=[C:6]2[C:10]=1[CH:9]([NH:11][C:12]1[CH:21]=[CH:20][C:19]3[C:14](=[CH:15][CH:16]=[C:17]([NH:22][C:27]([NH:26][CH:23]([CH3:25])[CH3:24])=[O:28])[CH:18]=3)[N:13]=1)[CH2:8][CH2:7]2, predict the reactants needed to synthesize it. (8) Given the product [CH3:28][O:27][C:25](=[O:26])[NH:16][C:15]1[N:14]=[CH:13][N:12]=[C:11]2[N:7]([C:3]([CH3:6])([CH3:4])[CH3:5])[N:8]=[C:9]([C:17]3[CH:18]=[CH:19][C:20]([Cl:23])=[CH:21][CH:22]=3)[C:10]=12, predict the reactants needed to synthesize it. The reactants are: [H-].[Na+].[C:3]([N:7]1[C:11]2=[N:12][CH:13]=[N:14][C:15]([NH2:16])=[C:10]2[C:9]([C:17]2[CH:22]=[CH:21][C:20]([Cl:23])=[CH:19][CH:18]=2)=[N:8]1)([CH3:6])([CH3:5])[CH3:4].Cl[C:25]([O:27][CH3:28])=[O:26].